Dataset: Forward reaction prediction with 1.9M reactions from USPTO patents (1976-2016). Task: Predict the product of the given reaction. Given the reactants [CH3:1][C:2]1[NH:3][CH:4]=[CH:5][N:6]=1.[CH2:7]1[O:10][CH:8]1[CH3:9], predict the reaction product. The product is: [OH:10][CH:8]([CH3:9])[CH2:7][N:3]1[CH:4]=[CH:5][N:6]=[C:2]1[CH3:1].